This data is from Reaction yield outcomes from USPTO patents with 853,638 reactions. The task is: Predict the reaction yield, written as a fraction of the theoretical maximum amount of product (1.0 means a 100% yield; for example, 0.34 means a 34% yield). (1) The reactants are [OH:1][C@@H:2]1[C:11]2[CH:10]=[CH:9][N:8]3[C:12]([CH3:18])=[C:13]([CH2:15][O:16][CH3:17])[N:14]=[C:7]3[C:6]=2[NH:5][C@H:4]([C:19]2[CH:24]=[CH:23][CH:22]=[CH:21][CH:20]=2)[C@H:3]1[OH:25].CS(O)(=O)=O.ClCCl. The catalyst is COCCO. The product is [OH:25][C@H:3]1[C@@H:2]([O:1][CH2:13][CH2:15][O:16][CH3:17])[C:11]2[CH:10]=[CH:9][N:8]3[C:12]([CH3:18])=[C:13]([CH2:15][O:16][CH3:17])[N:14]=[C:7]3[C:6]=2[NH:5][C@@H:4]1[C:19]1[CH:20]=[CH:21][CH:22]=[CH:23][CH:24]=1.[OH:25][C@H:3]1[C@H:2]([O:1][CH2:13][CH2:15][O:16][CH3:17])[C:11]2[CH:10]=[CH:9][N:8]3[C:12]([CH3:18])=[C:13]([CH2:15][O:16][CH3:17])[N:14]=[C:7]3[C:6]=2[NH:5][C@@H:4]1[C:19]1[CH:20]=[CH:21][CH:22]=[CH:23][CH:24]=1. The yield is 0.360. (2) The catalyst is CN(C=O)C. The yield is 0.130. The reactants are [Na].[CH3:2][C:3]1[NH:4][O:5][C:6](=[O:13])[C:7]=1[C:8]([O:10][CH2:11][CH3:12])=[O:9].I[CH2:15][CH2:16][CH3:17]. The product is [CH3:2][C:3]1[N:4]([CH2:15][CH2:16][CH3:17])[O:5][C:6](=[O:13])[C:7]=1[C:8]([O:10][CH2:11][CH3:12])=[O:9]. (3) The reactants are [C:1]1([N:7]2[C:11]3([CH2:16][CH2:15][NH:14][CH2:13][CH2:12]3)[C:10](=[O:17])[NH:9][CH2:8]2)[CH:6]=[CH:5][CH:4]=[CH:3][CH:2]=1.N1C=CC=CC=1.Cl[C:25]([O:27][CH2:28][C:29]1[CH:34]=[CH:33][CH:32]=[CH:31][CH:30]=1)=[O:26]. The catalyst is ClCCl. The product is [O:17]=[C:10]1[C:11]2([CH2:12][CH2:13][N:14]([C:25]([O:27][CH2:28][C:29]3[CH:34]=[CH:33][CH:32]=[CH:31][CH:30]=3)=[O:26])[CH2:15][CH2:16]2)[N:7]([C:1]2[CH:2]=[CH:3][CH:4]=[CH:5][CH:6]=2)[CH2:8][NH:9]1. The yield is 0.790. (4) The reactants are [Cl:1][C:2]1[N:7]=[C:6]([C:8](OCC)=[O:9])[C:5]([NH:13][CH:14]2[CH2:18][CH2:17][O:16][CH2:15]2)=[CH:4][N:3]=1.[NH3:19]. No catalyst specified. The product is [Cl:1][C:2]1[N:7]=[C:6]([C:8]([NH2:19])=[O:9])[C:5]([NH:13][CH:14]2[CH2:18][CH2:17][O:16][CH2:15]2)=[CH:4][N:3]=1. The yield is 0.760. (5) The reactants are [OH:1][CH2:2][C@@H:3]1[CH2:7][N:6]([C:8]([O:10][C:11]([CH3:14])([CH3:13])[CH3:12])=[O:9])[C@H:5]([C:15]([O:17][CH3:18])=[O:16])[CH2:4]1.[F:19][C:20]([F:28])(S(F)(=O)=O)C(O)=O. The catalyst is [Cu]I.C(#N)C. The product is [F:19][CH:20]([F:28])[O:1][CH2:2][C@@H:3]1[CH2:7][N:6]([C:8]([O:10][C:11]([CH3:13])([CH3:14])[CH3:12])=[O:9])[C@H:5]([C:15]([O:17][CH3:18])=[O:16])[CH2:4]1. The yield is 0.610.